Dataset: TCR-epitope binding with 47,182 pairs between 192 epitopes and 23,139 TCRs. Task: Binary Classification. Given a T-cell receptor sequence (or CDR3 region) and an epitope sequence, predict whether binding occurs between them. (1) The epitope is RLRAEAQVK. The TCR CDR3 sequence is CASSVAGGNEQFF. Result: 1 (the TCR binds to the epitope). (2) The epitope is ITEEVGHTDLMAAY. The TCR CDR3 sequence is CASSLPYNEKLFF. Result: 1 (the TCR binds to the epitope). (3) The epitope is ILHCANFNV. The TCR CDR3 sequence is RASSLISGFGTGELFF. Result: 1 (the TCR binds to the epitope). (4) The epitope is SEPVLKGVKL. Result: 0 (the TCR does not bind to the epitope). The TCR CDR3 sequence is CASSLGQPNTEAFF. (5) The epitope is MPASWVMRI. The TCR CDR3 sequence is CASSDRIDTQYF. Result: 1 (the TCR binds to the epitope). (6) The epitope is RISNCVADY. The TCR CDR3 sequence is CASSFSLATGELFF. Result: 0 (the TCR does not bind to the epitope). (7) The epitope is YLNTLTLAV. The TCR CDR3 sequence is CASSQDLASWSTDTQYF. Result: 1 (the TCR binds to the epitope). (8) The epitope is KAFSPEVIPMF. The TCR CDR3 sequence is CATSGEGQGGPYGYTF. Result: 1 (the TCR binds to the epitope). (9) The epitope is QYDPVAALF. The TCR CDR3 sequence is CASSLPDPGKPANTGELFF. Result: 1 (the TCR binds to the epitope).